From a dataset of Reaction yield outcomes from USPTO patents with 853,638 reactions. Predict the reaction yield, written as a fraction of the theoretical maximum amount of product (1.0 means a 100% yield; for example, 0.34 means a 34% yield). (1) The reactants are [F:1][C:2]1[CH:7]=[CH:6][C:5]([C:8]([C:10]2[CH:11]=[N:12][C:13]([N:16]3[CH2:21][CH2:20][N:19]([C:22]([O:24][C:25]([CH3:28])([CH3:27])[CH3:26])=[O:23])[CH2:18][CH2:17]3)=[N:14][CH:15]=2)=[CH2:9])=[CH:4][CH:3]=1.B.C1C[O:33]CC1.[OH-].[Na+].OO.Cl. The catalyst is C1COCC1.O. The product is [F:1][C:2]1[CH:7]=[CH:6][C:5]([CH:8]([C:10]2[CH:11]=[N:12][C:13]([N:16]3[CH2:21][CH2:20][N:19]([C:22]([O:24][C:25]([CH3:28])([CH3:27])[CH3:26])=[O:23])[CH2:18][CH2:17]3)=[N:14][CH:15]=2)[CH2:9][OH:33])=[CH:4][CH:3]=1. The yield is 0.240. (2) The reactants are [Br:1][C:2]1[CH:3]=[C:4]([NH2:11])[C:5]2[CH:6]=[CH:7][NH:8][C:9]=2[CH:10]=1.[CH3:12][O:13][C:14]1[CH:19]=[CH:18][C:17]([S:20](Cl)(=[O:22])=[O:21])=[CH:16][CH:15]=1. No catalyst specified. The product is [Br:1][C:2]1[CH:10]=[C:9]2[C:5]([CH:6]=[CH:7][NH:8]2)=[C:4]([NH:11][S:20]([C:17]2[CH:16]=[CH:15][C:14]([O:13][CH3:12])=[CH:19][CH:18]=2)(=[O:22])=[O:21])[CH:3]=1. The yield is 1.00. (3) The reactants are [CH2:1]([C:4]1([S:7]([N:10]2[C:21]3[C:13](=[C:14]([CH3:23])[C:15](=[O:22])[N:16]4[C:20]=3[CH2:19][CH2:18][CH2:17]4)[N:12]([C:24]3[CH:29]=[CH:28][C:27]([I:30])=[CH:26][C:25]=3[F:31])C2=O)(=[O:9])=[O:8])[CH2:6][CH2:5]1)[CH:2]=[CH2:3]. The catalyst is C1COCC1. The product is [F:31][C:25]1[CH:26]=[C:27]([I:30])[CH:28]=[CH:29][C:24]=1[NH:12][C:13]1[C:21]([NH:10][S:7]([C:4]2([CH2:1][CH:2]=[CH2:3])[CH2:6][CH2:5]2)(=[O:9])=[O:8])=[C:20]2[N:16]([CH2:17][CH2:18][CH2:19]2)[C:15](=[O:22])[C:14]=1[CH3:23]. The yield is 0.630. (4) The reactants are [Cl:1][C:2]1[CH:7]=[C:6](B(O)O)[CH:5]=[CH:4][N:3]=1.Br[C:12]1[CH:13]=[C:14]2[C:18](=[C:19]([C:21]([NH2:23])=[O:22])[CH:20]=1)[NH:17][CH:16]=[C:15]2[CH:24]1[CH2:29][CH2:28][S:27](=[O:31])(=[O:30])[CH2:26][CH2:25]1.C(=O)([O-])[O-].[K+].[K+].O1CCOCC1. The catalyst is C1C=CC(P(C2C=CC=CC=2)[C-]2C=CC=C2)=CC=1.C1C=CC(P(C2C=CC=CC=2)[C-]2C=CC=C2)=CC=1.Cl[Pd]Cl.[Fe+2].O. The product is [Cl:1][C:2]1[CH:7]=[C:6]([C:12]2[CH:13]=[C:14]3[C:18](=[C:19]([C:21]([NH2:23])=[O:22])[CH:20]=2)[NH:17][CH:16]=[C:15]3[CH:24]2[CH2:25][CH2:26][S:27](=[O:30])(=[O:31])[CH2:28][CH2:29]2)[CH:5]=[CH:4][N:3]=1. The yield is 0.196. (5) The reactants are [CH2:1]([O:3][C:4]([C:6]1[CH:7]=[N:8][C:9]2[C:14]([C:15]=1Cl)=[CH:13][CH:12]=[CH:11][C:10]=2[O:17][CH3:18])=[O:5])[CH3:2].[CH2:19]([NH2:21])[CH3:20]. No catalyst specified. The product is [CH2:1]([O:3][C:4]([C:6]1[CH:7]=[N:8][C:9]2[C:14]([C:15]=1[NH:21][CH2:19][CH3:20])=[CH:13][CH:12]=[CH:11][C:10]=2[O:17][CH3:18])=[O:5])[CH3:2]. The yield is 1.00.